Dataset: Forward reaction prediction with 1.9M reactions from USPTO patents (1976-2016). Task: Predict the product of the given reaction. (1) Given the reactants Cl[C:2]1[N:7]=[C:6]([NH:8][C:9]([CH:11]2[CH2:13][CH2:12]2)=[O:10])[CH:5]=[N:4][C:3]=1[C:14]1[CH:19]=[CH:18][N:17]=[CH:16][C:15]=1[F:20].[F:21][C:22]1[C:23]([Sn](CCCC)(CCCC)CCCC)=[N:24][CH:25]=[C:26]([F:32])[C:27]=1[Si](C)(C)C.[Cl-].[Li+], predict the reaction product. The product is: [F:21][C:22]1[C:23]([C:2]2[N:7]=[C:6]([NH:8][C:9]([CH:11]3[CH2:13][CH2:12]3)=[O:10])[CH:5]=[N:4][C:3]=2[C:14]2[CH:19]=[CH:18][N:17]=[CH:16][C:15]=2[F:20])=[N:24][CH:25]=[C:26]([F:32])[CH:27]=1. (2) Given the reactants FC(F)(F)C(O)=O.[Cl:8][C:9]1[C:10]([F:38])=[C:11]([C@@H:15]2[C@:19]([C:22]3[CH:27]=[CH:26][C:25]([Cl:28])=[CH:24][C:23]=3[F:29])([C:20]#[N:21])[C@H:18]([CH2:30][C:31]([CH3:34])([CH3:33])[CH3:32])[NH:17][C@H:16]2[C:35]([OH:37])=O)[CH:12]=[CH:13][CH:14]=1.CCN(C(C)C)C(C)C.C1(P(Cl)(C2C=CC=CC=2)=O)C=CC=CC=1.[NH2:63][C:64]1[CH:65]=[N:66][CH:67]=[CH:68][CH:69]=1, predict the reaction product. The product is: [N:66]1[CH:67]=[CH:68][CH:69]=[C:64]([NH:63][C:35]([C@H:16]2[C@H:15]([C:11]3[CH:12]=[CH:13][CH:14]=[C:9]([Cl:8])[C:10]=3[F:38])[C@:19]([C:22]3[CH:27]=[CH:26][C:25]([Cl:28])=[CH:24][C:23]=3[F:29])([C:20]#[N:21])[C@H:18]([CH2:30][C:31]([CH3:32])([CH3:34])[CH3:33])[NH:17]2)=[O:37])[CH:65]=1. (3) Given the reactants [O:1]1[CH:5]=[CH:4][CH:3]=[C:2]1[S:6](Cl)(=[O:8])=[O:7].C([N:12](CC)CC)C.CCO[C:20]([CH3:22])=[O:21].[CH3:23][CH2:24][CH2:25][CH2:26]CC, predict the reaction product. The product is: [OH:21][CH2:20][C@@H:22]([NH:12][S:6]([C:2]1[O:1][CH:5]=[CH:4][CH:3]=1)(=[O:8])=[O:7])[C@@H:25]([CH3:26])[CH2:24][CH3:23]. (4) Given the reactants [NH2:1][C:2]1[N:7]2[C:8]3[N:23]=[CH:22][CH:21]=[CH:20][C:9]=3[C:10]([C:11]3[CH:16]=[CH:15][N:14]=[C:13]([S:17]([CH3:19])=[O:18])[N:12]=3)=[C:6]2[CH:5]=[CH:4][N:3]=1.C(Cl)Cl.[O-:27]S([O-])(=S)=O.[Na+].[Na+].C([O-])([O-])=O.[Na+].[Na+], predict the reaction product. The product is: [NH2:1][C:2]1[N:7]2[C:8]3[N:23]=[CH:22][CH:21]=[CH:20][C:9]=3[C:10]([C:11]3[CH:16]=[CH:15][N:14]=[C:13]([S:17]([CH3:19])(=[O:27])=[O:18])[N:12]=3)=[C:6]2[CH:5]=[CH:4][N:3]=1.